From a dataset of Reaction yield outcomes from USPTO patents with 853,638 reactions. Predict the reaction yield, written as a fraction of the theoretical maximum amount of product (1.0 means a 100% yield; for example, 0.34 means a 34% yield). (1) The reactants are CS(C1C=CC(N2CCCC2)=C(C=1)C(O)=O)(=O)=O.Cl[C:20]1[CH:28]=[CH:27][C:26]([S:29]([N:32]2[CH2:36][CH2:35][CH2:34][CH2:33]2)(=[O:31])=[O:30])=[CH:25][C:21]=1[C:22]([OH:24])=[O:23].[NH:37]1[CH2:42][CH2:41][O:40][CH2:39][CH2:38]1. No catalyst specified. The product is [N:37]1([C:20]2[CH:28]=[CH:27][C:26]([S:29]([N:32]3[CH2:36][CH2:35][CH2:34][CH2:33]3)(=[O:31])=[O:30])=[CH:25][C:21]=2[C:22]([OH:24])=[O:23])[CH2:42][CH2:41][O:40][CH2:39][CH2:38]1. The yield is 0.340. (2) The reactants are FC(F)(F)S(O[C:7]1[CH:13]2[CH2:14][CH:10]([CH2:11][N:12]2[C:15]([O:17][C:18]([CH3:21])([CH3:20])[CH3:19])=[O:16])[CH2:9][CH:8]=1)(=O)=O.C(N(CC)CC)C.[CH3:31][Si:32]([C:35]#[CH:36])([CH3:34])[CH3:33]. The catalyst is C1(C)C=CC=CC=1. The product is [CH3:31][Si:32]([C:35]#[C:36][C:7]1[CH:13]2[CH2:14][CH:10]([CH2:11][N:12]2[C:15]([O:17][C:18]([CH3:21])([CH3:20])[CH3:19])=[O:16])[CH2:9][CH:8]=1)([CH3:34])[CH3:33]. The yield is 0.589. (3) The reactants are [CH2:1]([O:3][C:4](=[O:17])[CH:5]([C:15]#[N:16])[C:6]1[C:11]([N+:12]([O-])=[O:13])=[CH:10][CH:9]=[CH:8][N:7]=1)[CH3:2].Cl. The catalyst is C(O)C.[Pd]. The product is [CH2:1]([O:3][C:4]([C:5]1[C:6]2=[N:7][CH:8]=[CH:9][CH:10]=[C:11]2[N:12]([OH:13])[C:15]=1[NH2:16])=[O:17])[CH3:2]. The yield is 0.620. (4) The reactants are [H-].[Al+3].[Li+].[H-].[H-].[H-].[CH3:7][O:8][C:9]1[CH:14]=[CH:13][CH:12]=[C:11]([N+:15]([O-])=O)[C:10]=1[NH:18][C:19](=O)[CH2:20][N:21]1[CH2:26][CH2:25][O:24][CH2:23][CH2:22]1.O.[OH-].[Na+]. The catalyst is C1COCC1.C(OCC)(=O)C. The product is [CH3:7][O:8][C:9]1[CH:14]=[CH:13][CH:12]=[C:11]([NH2:15])[C:10]=1[NH:18][CH2:19][CH2:20][N:21]1[CH2:26][CH2:25][O:24][CH2:23][CH2:22]1. The yield is 0.440.